Task: Predict the reaction yield, written as a fraction of the theoretical maximum amount of product (1.0 means a 100% yield; for example, 0.34 means a 34% yield).. Dataset: Reaction yield outcomes from USPTO patents with 853,638 reactions (1) The reactants are CC(C)([O-])C.[K+].CC(C)([O-])C.[CH3:12][CH:13]([C:19]([CH3:21])=[O:20])[C:14]([O:16][CH2:17][CH3:18])=[O:15].[CH2:22]([O:24][C:25](=[O:32])[CH2:26][CH2:27][CH2:28][CH2:29][CH2:30]Br)[CH3:23]. The catalyst is C(O)(C)(C)C. The product is [C:25]([CH2:26][CH2:27][CH2:28][CH2:29][CH2:30][C:13]([CH3:12])([C:19]([CH3:21])=[O:20])[C:14]([O:16][CH2:17][CH3:18])=[O:15])([O:24][CH2:22][CH3:23])=[O:32]. The yield is 0.750. (2) The reactants are [OH:1][C:2]1[CH:11]=[C:10]2[C:5]([CH:6]=[CH:7][C:8]([C:12]3[CH:13]=[C:14]([CH:19]=[CH:20][CH:21]=3)[C:15]([O:17][CH3:18])=[O:16])=[CH:9]2)=[CH:4][CH:3]=1.C(=O)([O-])[O-].[Cs+].[Cs+].Cl[CH2:29][C:30]1[C:31]([C:38]2[C:43]([Cl:44])=[CH:42][CH:41]=[CH:40][C:39]=2[Cl:45])=[N:32][O:33][C:34]=1[CH:35]([CH3:37])[CH3:36].C(OCC)(=O)C. The catalyst is CN(C)C=O.O. The product is [Cl:44][C:43]1[CH:42]=[CH:41][CH:40]=[C:39]([Cl:45])[C:38]=1[C:31]1[C:30]([CH2:29][O:1][C:2]2[CH:11]=[C:10]3[C:5]([CH:6]=[CH:7][C:8]([C:12]4[CH:13]=[C:14]([CH:19]=[CH:20][CH:21]=4)[C:15]([O:17][CH3:18])=[O:16])=[CH:9]3)=[CH:4][CH:3]=2)=[C:34]([CH:35]([CH3:37])[CH3:36])[O:33][N:32]=1. The yield is 0.490. (3) The yield is 0.907. The reactants are [CH3:1][O:2][C:3]1[C:8]([N+:9]([O-:11])=[O:10])=[CH:7][CH:6]=[CH:5][C:4]=1B1OC(C)(C)C(C)(C)O1.Br[C:22]1[CH:23]=[C:24]([C:27]([OH:29])=[O:28])[O:25][CH:26]=1.C(=O)([O-])[O-].[K+].[K+].Cl. The product is [N+:9]([C:8]1[C:3]([O:2][CH3:1])=[C:4]([C:22]2[CH:23]=[C:24]([C:27]([OH:29])=[O:28])[O:25][CH:26]=2)[CH:5]=[CH:6][CH:7]=1)([O-:11])=[O:10]. The catalyst is O1CCOCC1.O.C1C=CC([P]([Pd]([P](C2C=CC=CC=2)(C2C=CC=CC=2)C2C=CC=CC=2)([P](C2C=CC=CC=2)(C2C=CC=CC=2)C2C=CC=CC=2)[P](C2C=CC=CC=2)(C2C=CC=CC=2)C2C=CC=CC=2)(C2C=CC=CC=2)C2C=CC=CC=2)=CC=1. (4) The reactants are [F:1][C:2]1[CH:3]=[C:4]2[C:8](=[C:9]([F:11])[CH:10]=1)[NH:7][CH:6]=[C:5]2[CH2:12][CH2:13][CH2:14][NH:15][CH:16]1[CH2:25][C:24]2[C:19](=[C:20]([C:27]([NH2:29])=[O:28])[CH:21]=[CH:22][C:23]=2[F:26])[O:18][CH2:17]1.[CH:30](=O)[CH2:31][CH3:32].C(O)(=O)C.C([BH3-])#N.[Na+]. The catalyst is CO.CCOC(C)=O.CO. The product is [F:1][C:2]1[CH:3]=[C:4]2[C:8](=[C:9]([F:11])[CH:10]=1)[NH:7][CH:6]=[C:5]2[CH2:12][CH2:13][CH2:14][N:15]([CH2:30][CH2:31][CH3:32])[CH:16]1[CH2:25][C:24]2[C:19](=[C:20]([C:27]([NH2:29])=[O:28])[CH:21]=[CH:22][C:23]=2[F:26])[O:18][CH2:17]1. The yield is 0.690.